From a dataset of Reaction yield outcomes from USPTO patents with 853,638 reactions. Predict the reaction yield, written as a fraction of the theoretical maximum amount of product (1.0 means a 100% yield; for example, 0.34 means a 34% yield). (1) The reactants are BrC1C=C[C:5]([CH2:6][CH:7]([NH:30][S:31]([C:34]2[CH:39]=[CH:38][CH:37]=[CH:36][N:35]=2)(=[O:33])=[O:32])[C:8]2[N:13]=[C:12]([N:14]([CH2:22][C:23]([O:25][C:26]([CH3:29])([CH3:28])[CH3:27])=[O:24])[C:15]([O:17][C:18]([CH3:21])([CH3:20])[CH3:19])=[O:16])[CH:11]=[CH:10][CH:9]=2)=[CH:4][CH:3]=1.C([O:44][CH2:45][CH2:46][CH2:47][CH3:48])=C.[CH:49](N(C(C)C)CC)(C)C.C1(P(C2C=CC=CC=2)CCCP(C2C=CC=CC=2)C2C=CC=CC=2)C=CC=CC=1. The catalyst is C([O-])(=O)C.[Pd+2].C([O-])(=O)C.C1(P(C2C=CC=CC=2)CCCP(C2C=CC=CC=2)C2C=CC=CC=2)C=CC=CC=1.CN(C)C=O. The product is [C:45]([C:46]1[CH:47]=[CH:48][C:5]([CH2:6][CH:7]([NH:30][S:31]([C:34]2[CH:39]=[CH:38][CH:37]=[CH:36][N:35]=2)(=[O:33])=[O:32])[C:8]2[N:13]=[C:12]([N:14]([CH2:22][C:23]([O:25][C:26]([CH3:27])([CH3:28])[CH3:29])=[O:24])[C:15]([O:17][C:18]([CH3:19])([CH3:20])[CH3:21])=[O:16])[CH:11]=[CH:10][CH:9]=2)=[CH:4][CH:3]=1)(=[O:44])[CH3:49]. The yield is 0.510. (2) The reactants are C([N:8]1[CH2:13][CH2:12][CH:11]([CH:14]([C:22]2[CH:27]=[CH:26][C:25]([F:28])=[CH:24][CH:23]=2)[C:15]2[CH:20]=[CH:19][C:18]([F:21])=[CH:17][CH:16]=2)[C:10](=[O:29])[CH2:9]1)C1C=CC=CC=1.[H][H]. The catalyst is CO.[Pd]. The product is [F:21][C:18]1[CH:19]=[CH:20][C:15]([CH:14]([C:22]2[CH:23]=[CH:24][C:25]([F:28])=[CH:26][CH:27]=2)[CH:11]2[CH2:12][CH2:13][NH:8][CH2:9][C:10]2=[O:29])=[CH:16][CH:17]=1. The yield is 0.623. (3) The reactants are [N:1]1([N:9]2[CH2:14][CH2:13][CH2:12][CH2:11][CH2:10]2)[CH2:6][CH2:5][C:4](=O)[CH2:3][C:2]1=[O:8].[Cl:15][C:16]1[CH:21]=[C:20]([F:22])[CH:19]=[CH:18][C:17]=1[NH2:23]. The catalyst is C1(C)C=CC=CC=1. The product is [Cl:15][C:16]1[CH:21]=[C:20]([F:22])[CH:19]=[CH:18][C:17]=1[NH:23][C:4]1[CH2:5][CH2:6][N:1]([N:9]2[CH2:14][CH2:13][CH2:12][CH2:11][CH2:10]2)[C:2](=[O:8])[CH:3]=1. The yield is 0.550.